Task: Predict the product of the given reaction.. Dataset: Forward reaction prediction with 1.9M reactions from USPTO patents (1976-2016) (1) Given the reactants ClC(OCC(C)C)=O.[CH2:9]([O:16][C:17]([NH:19][C@H:20]([C:31]([OH:33])=O)[C@@H:21]([CH3:30])[O:22][Si:23]([C:26]([CH3:29])([CH3:28])[CH3:27])([CH3:25])[CH3:24])=[O:18])[C:10]1[CH:15]=[CH:14][CH:13]=[CH:12][CH:11]=1.CN1CCOCC1.Cl.[CH3:42][NH:43][O:44][CH3:45], predict the reaction product. The product is: [CH3:42][N:43]([O:44][CH3:45])[C:31](=[O:33])[C@H:20]([C@@H:21]([CH3:30])[O:22][Si:23]([C:26]([CH3:28])([CH3:27])[CH3:29])([CH3:25])[CH3:24])[NH:19][C:17]([O:16][CH2:9][C:10]1[CH:11]=[CH:12][CH:13]=[CH:14][CH:15]=1)=[O:18]. (2) Given the reactants Cl.[F:2][C:3]1([F:9])[CH2:8][CH2:7][NH:6][CH2:5][CH2:4]1.[OH-].[Na+].[N:12]([O-])=[O:13].[Na+].C(=O)([O-])O.[Na+], predict the reaction product. The product is: [F:2][C:3]1([F:9])[CH2:8][CH2:7][N:6]([N:12]=[O:13])[CH2:5][CH2:4]1. (3) Given the reactants S(Cl)([Cl:3])=O.[Na+].[CH3:6][C:7]1[O:11][C:10]([C:12]2[CH:17]=[CH:16][CH:15]=[CH:14][CH:13]=2)=[N:9][C:8]=1[CH2:18][O:19][C:20]1[CH:25]=[CH:24][C:23]([S:26]([O-:29])(=O)=[O:27])=[CH:22][CH:21]=1, predict the reaction product. The product is: [CH3:6][C:7]1[O:11][C:10]([C:12]2[CH:17]=[CH:16][CH:15]=[CH:14][CH:13]=2)=[N:9][C:8]=1[CH2:18][O:19][C:20]1[CH:25]=[CH:24][C:23]([S:26]([Cl:3])(=[O:29])=[O:27])=[CH:22][CH:21]=1. (4) Given the reactants Cl.[CH:2]([N:5]1[C:13]2[C:8](=[CH:9][C:10]([C:14]3[O:18][N:17]=[C:16]([C:19]4[C:20]([CH3:29])=[C:21]5[C:26](=[CH:27][CH:28]=4)[CH2:25][NH:24][CH2:23][CH2:22]5)[N:15]=3)=[CH:11][CH:12]=2)[CH:7]=[N:6]1)([CH3:4])[CH3:3].Br[CH2:31][C:32]([O:34][C:35]([CH3:38])([CH3:37])[CH3:36])=[O:33], predict the reaction product. The product is: [C:35]([O:34][C:32](=[O:33])[CH2:31][N:24]1[CH2:23][CH2:22][C:21]2[C:26](=[CH:27][CH:28]=[C:19]([C:16]3[N:15]=[C:14]([C:10]4[CH:9]=[C:8]5[C:13](=[CH:12][CH:11]=4)[N:5]([CH:2]([CH3:4])[CH3:3])[N:6]=[CH:7]5)[O:18][N:17]=3)[C:20]=2[CH3:29])[CH2:25]1)([CH3:38])([CH3:37])[CH3:36]. (5) Given the reactants [F:1][C:2]([F:31])([F:30])[C:3]1[CH:4]=[C:5]([CH:23]=[C:24]([C:26]([F:29])([F:28])[F:27])[CH:25]=1)[CH2:6][O:7][C:8]([N:10]1[CH2:16][CH2:15][CH2:14][N:13]2[N:17]=[C:18]([C:20](O)=[O:21])[CH:19]=[C:12]2[CH2:11]1)=[O:9].CCN(C(C)C)C(C)C.CN([C:44]([O:48][N:49]1N=NC2C=CC=N[C:50]1=2)=[N+](C)C)C.F[P-](F)(F)(F)(F)F.Cl.CNOC, predict the reaction product. The product is: [CH3:44][O:48][N:49]([CH3:50])[C:20]([C:18]1[CH:19]=[C:12]2[CH2:11][N:10]([C:8]([O:7][CH2:6][C:5]3[CH:23]=[C:24]([C:26]([F:29])([F:28])[F:27])[CH:25]=[C:3]([C:2]([F:31])([F:1])[F:30])[CH:4]=3)=[O:9])[CH2:16][CH2:15][CH2:14][N:13]2[N:17]=1)=[O:21]. (6) Given the reactants [CH3:1][O:2][C:3]1[CH:8]=[CH:7][C:6]([N+:9]([O-])=O)=[CH:5][C:4]=1[NH:12][S:13]([CH3:16])(=[O:15])=[O:14], predict the reaction product. The product is: [CH3:1][O:2][C:3]1[CH:8]=[CH:7][C:6]([NH2:9])=[CH:5][C:4]=1[NH:12][S:13]([CH3:16])(=[O:15])=[O:14]. (7) Given the reactants [F:1][C:2]1[CH:7]=[CH:6][C:5]([C:8]([C:10]2[N:19]=[C:18]([NH:20][C:21]3[CH:25]=[C:24]([CH3:26])[NH:23][N:22]=3)[C:17]3[C:12](=[CH:13][CH:14]=[CH:15][CH:16]=3)[N:11]=2)=[O:9])=[CH:4][CH:3]=1.CC([O-])(C)C.[K+].CC(O)(C)C.[H][H], predict the reaction product. The product is: [F:1][C:2]1[CH:7]=[CH:6][C:5]([C@@H:8]([C:10]2[N:19]=[C:18]([NH:20][C:21]3[CH:25]=[C:24]([CH3:26])[NH:23][N:22]=3)[C:17]3[C:12](=[CH:13][CH:14]=[CH:15][CH:16]=3)[N:11]=2)[OH:9])=[CH:4][CH:3]=1. (8) Given the reactants [CH:1]1([CH2:7][C:8]2[N:9]=[C:10]([C:13]([O:15]CC)=O)[S:11][CH:12]=2)[CH2:6][CH2:5][CH2:4][CH2:3][CH2:2]1.O.[NH2:19][NH2:20], predict the reaction product. The product is: [CH:1]1([CH2:7][C:8]2[N:9]=[C:10]([C:13]([NH:19][NH2:20])=[O:15])[S:11][CH:12]=2)[CH2:6][CH2:5][CH2:4][CH2:3][CH2:2]1. (9) The product is: [Cl:1][C:2]1[C:3]2[C:11]([C:35]#[C:34][CH2:33][CH2:32][CH2:31][N:28]3[CH2:27][CH2:26][N:25]([CH3:24])[CH2:30][CH2:29]3)=[CH:10][N:9]([CH2:13][C:14]3[C:19]([CH3:20])=[C:18]([O:21][CH3:22])[C:17]([CH3:23])=[CH:16][N:15]=3)[C:4]=2[N:5]=[C:6]([NH2:8])[N:7]=1. Given the reactants [Cl:1][C:2]1[C:3]2[C:11](I)=[CH:10][N:9]([CH2:13][C:14]3[C:19]([CH3:20])=[C:18]([O:21][CH3:22])[C:17]([CH3:23])=[CH:16][N:15]=3)[C:4]=2[N:5]=[C:6]([NH2:8])[N:7]=1.[CH3:24][N:25]1[CH2:30][CH2:29][N:28]([CH2:31][CH2:32][CH2:33][C:34]#[CH:35])[CH2:27][CH2:26]1, predict the reaction product.